From a dataset of Merck oncology drug combination screen with 23,052 pairs across 39 cell lines. Regression. Given two drug SMILES strings and cell line genomic features, predict the synergy score measuring deviation from expected non-interaction effect. Drug 1: N.N.O=C(O)C1(C(=O)O)CCC1.[Pt]. Drug 2: COC1=C2CC(C)CC(OC)C(O)C(C)C=C(C)C(OC(N)=O)C(OC)C=CC=C(C)C(=O)NC(=CC1=O)C2=O. Cell line: HT29. Synergy scores: synergy=-14.2.